From a dataset of CYP2C9 inhibition data for predicting drug metabolism from PubChem BioAssay. Regression/Classification. Given a drug SMILES string, predict its absorption, distribution, metabolism, or excretion properties. Task type varies by dataset: regression for continuous measurements (e.g., permeability, clearance, half-life) or binary classification for categorical outcomes (e.g., BBB penetration, CYP inhibition). Dataset: cyp2c9_veith. (1) The drug is CN1CCC(=NNC(=O)CSCc2ccccc2)CC1. The result is 0 (non-inhibitor). (2) The drug is CCC(=O)Nc1nonc1-c1nc2ccccc2n1N(C(=O)CC)C(=O)CC. The result is 1 (inhibitor).